The task is: Predict the reaction yield, written as a fraction of the theoretical maximum amount of product (1.0 means a 100% yield; for example, 0.34 means a 34% yield).. This data is from Reaction yield outcomes from USPTO patents with 853,638 reactions. (1) The reactants are [Cl:1][C:2]1[CH:7]=[CH:6][C:5]([C:8](=O)[CH2:9][C:10]([O:12]CC)=O)=[CH:4][CH:3]=1.[NH2:16][C:17]1[NH:21][N:20]=[CH:19][C:18]=1[C:22]([O:24][CH2:25][CH3:26])=[O:23].CCOC(C)=O. The catalyst is CCCCCC. The product is [Cl:1][C:2]1[CH:3]=[CH:4][C:5]([C:8]2[CH:9]=[C:10]([OH:12])[N:21]3[N:20]=[CH:19][C:18]([C:22]([O:24][CH2:25][CH3:26])=[O:23])=[C:17]3[N:16]=2)=[CH:6][CH:7]=1. The yield is 0.520. (2) The product is [CH3:11][O:10][C:8]([C:7]1[CH:6]([C:12]2[CH:17]=[CH:16][CH:15]=[C:14]([N+:18]([O-:20])=[O:19])[CH:13]=2)[C:5]([C:21]([OH:23])=[O:22])=[C:4]([CH3:25])[NH:3][C:2]=1[CH3:1])=[O:9]. The yield is 0.572. The catalyst is CO. The reactants are [CH3:1][C:2]1[NH:3][C:4]([CH3:25])=[C:5]([C:21]([O:23]C)=[O:22])[CH:6]([C:12]2[CH:17]=[CH:16][CH:15]=[C:14]([N+:18]([O-:20])=[O:19])[CH:13]=2)[C:7]=1[C:8]([O:10][CH3:11])=[O:9].[OH-].[Na+]. (3) The reactants are [O:1]1[CH2:6][CH2:5][C:4](=O)[CH2:3][CH2:2]1.[NH2:8][C:9]1[C:10]([Br:19])=[C:11]([CH:16]=[CH:17][CH:18]=1)[C:12]([O:14][CH3:15])=[O:13].[BH-](OC(C)=O)(OC(C)=O)OC(C)=O.[Na+].CC(O)=O. The product is [Br:19][C:10]1[C:9]([NH:8][CH:4]2[CH2:5][CH2:6][O:1][CH2:2][CH2:3]2)=[CH:18][CH:17]=[CH:16][C:11]=1[C:12]([O:14][CH3:15])=[O:13]. The yield is 0.810. The catalyst is C([O-])(O)=O.[Na+].ClCCCl. (4) The reactants are [F:1][C:2]1[CH:7]=[CH:6][C:5]([C:8]2[S:9][C:10]([C:13]([C:15]3[CH:20]=[CH:19][N:18]=[CH:17][CH:16]=3)=[O:14])=[CH:11][N:12]=2)=[CH:4][CH:3]=1.[CH:21]([Mg]Br)([CH3:23])[CH3:22]. The catalyst is C1COCC1. The product is [F:1][C:2]1[CH:3]=[CH:4][C:5]([C:8]2[S:9][C:10]([C:13]([C:15]3[CH:16]=[CH:17][N:18]=[CH:19][CH:20]=3)([OH:14])[CH:21]([CH3:23])[CH3:22])=[CH:11][N:12]=2)=[CH:6][CH:7]=1. The yield is 0.200. (5) The reactants are [Cl:1][C:2]1[CH:3]=[C:4]2[C:8](=[CH:9][CH:10]=1)[NH:7][CH:6]=[C:5]2[CH2:11][CH2:12][NH:13][C:14](=[O:22])[C:15]1[CH:20]=[CH:19][CH:18]=[C:17](I)[CH:16]=1.[F:23][C:24]([F:35])([F:34])[C:25]1[CH:30]=[CH:29][C:28](B(O)O)=[CH:27][CH:26]=1.C(=O)([O-])[O-].[Na+].[Na+]. The catalyst is C(COC)OC.O.C1C=CC([P]([Pd]([P](C2C=CC=CC=2)(C2C=CC=CC=2)C2C=CC=CC=2)([P](C2C=CC=CC=2)(C2C=CC=CC=2)C2C=CC=CC=2)[P](C2C=CC=CC=2)(C2C=CC=CC=2)C2C=CC=CC=2)(C2C=CC=CC=2)C2C=CC=CC=2)=CC=1. The product is [Cl:1][C:2]1[CH:3]=[C:4]2[C:8](=[CH:9][CH:10]=1)[NH:7][CH:6]=[C:5]2[CH2:11][CH2:12][NH:13][C:14]([C:15]1[CH:16]=[C:17]([C:28]2[CH:29]=[CH:30][C:25]([C:24]([F:35])([F:34])[F:23])=[CH:26][CH:27]=2)[CH:18]=[CH:19][CH:20]=1)=[O:22]. The yield is 0.370. (6) The reactants are [Cl:1][CH2:2][CH2:3][C@H:4]([C:6]1[CH:11]=[CH:10][CH:9]=[CH:8][CH:7]=1)[OH:5].[S:12]1[C:20]2[C:15](=[N:16][CH:17]=[CH:18][C:19]=2O)[CH:14]=[CH:13]1.P(CCCC)(CCCC)CCCC. No catalyst specified. The product is [Cl:1][CH2:2][CH2:3][C@@H:4]([C:6]1[CH:11]=[CH:10][CH:9]=[CH:8][CH:7]=1)[O:5][C:19]1[CH:18]=[CH:17][N:16]=[C:15]2[CH:14]=[CH:13][S:12][C:20]=12. The yield is 0.540. (7) The reactants are [Br:1][C:2]1[CH:7]=[CH:6][C:5]([CH2:8][C:9]([OH:11])=O)=[C:4]([F:12])[CH:3]=1.Cl.CN(C)CCCN=C=NCC.[NH2:25][C:26]1[CH:27]=[C:28]([C:36]([N:38]2[CH2:43][CH2:42][O:41][CH2:40][CH2:39]2)=[O:37])[CH:29]=[C:30]([C:32]([F:35])([F:34])[F:33])[CH:31]=1.CCN(CC)CC. The catalyst is C1COCC1.C(Cl)Cl.CCOC(C)=O. The product is [Br:1][C:2]1[CH:7]=[CH:6][C:5]([CH2:8][C:9]([NH:25][C:26]2[CH:31]=[C:30]([C:32]([F:33])([F:34])[F:35])[CH:29]=[C:28]([C:36]([N:38]3[CH2:39][CH2:40][O:41][CH2:42][CH2:43]3)=[O:37])[CH:27]=2)=[O:11])=[C:4]([F:12])[CH:3]=1. The yield is 0.150.